From a dataset of Reaction yield outcomes from USPTO patents with 853,638 reactions. Predict the reaction yield, written as a fraction of the theoretical maximum amount of product (1.0 means a 100% yield; for example, 0.34 means a 34% yield). (1) The reactants are [Cl:1][C:2]1[C:10]2[N:9]=[C:8]3[N:11]([C:15]4[CH:20]=[CH:19][C:18]([Cl:21])=[CH:17][C:16]=4[Cl:22])[CH2:12][CH2:13][CH2:14][N:7]3[C:6]=2[C:5]([CH2:23][OH:24])=[CH:4][CH:3]=1.C(N(CC)CC)C.CS(C)=O. The catalyst is ClCCl. The product is [Cl:1][C:2]1[CH:3]=[CH:4][C:5]([CH:23]=[O:24])=[C:6]2[C:10]=1[N:9]=[C:8]1[N:11]([C:15]3[CH:20]=[CH:19][C:18]([Cl:21])=[CH:17][C:16]=3[Cl:22])[CH2:12][CH2:13][CH2:14][N:7]21. The yield is 0.820. (2) The reactants are [C:1]([C:9]1[N:13]([C:14]2[CH:19]=[C:18]([C:20]3([CH3:23])[CH2:22][CH2:21]3)[CH:17]=[C:16]([C:24]([CH3:27])([CH3:26])[CH3:25])[CH:15]=2)[CH:12]=[C:11]([C:28](O)=[O:29])[C:10]=1[CH3:31])(=[O:8])[C:2]1[CH:7]=[CH:6][CH:5]=[CH:4][CH:3]=1.Cl.[NH2:33][C@H:34]1[CH2:37][C@H:36]([C:38]([O:40][CH3:41])=[O:39])[CH2:35]1.CN(C(ON1N=NC2C=CC=NC1=2)=[N+](C)C)C.F[P-](F)(F)(F)(F)F.CCN(C(C)C)C(C)C. The catalyst is CN(C=O)C. The product is [C:1]([C:9]1[N:13]([C:14]2[CH:19]=[C:18]([C:20]3([CH3:23])[CH2:22][CH2:21]3)[CH:17]=[C:16]([C:24]([CH3:25])([CH3:26])[CH3:27])[CH:15]=2)[CH:12]=[C:11]([C:28]([NH:33][C@H:34]2[CH2:37][C@H:36]([C:38]([O:40][CH3:41])=[O:39])[CH2:35]2)=[O:29])[C:10]=1[CH3:31])(=[O:8])[C:2]1[CH:3]=[CH:4][CH:5]=[CH:6][CH:7]=1. The yield is 0.840.